From a dataset of Full USPTO retrosynthesis dataset with 1.9M reactions from patents (1976-2016). Predict the reactants needed to synthesize the given product. (1) Given the product [Br:17][C:18]1[CH:19]=[CH:20][C:21]([NH:24][CH2:1][C@@H:3]2[CH2:8][CH2:7][C@H:6]([CH3:9])[CH2:5][N:4]2[C:10]([O:12][C:13]([CH3:16])([CH3:15])[CH3:14])=[O:11])=[N:22][CH:23]=1, predict the reactants needed to synthesize it. The reactants are: [CH:1]([C@@H:3]1[CH2:8][CH2:7][C@H:6]([CH3:9])[CH2:5][N:4]1[C:10]([O:12][C:13]([CH3:16])([CH3:15])[CH3:14])=[O:11])=O.[Br:17][C:18]1[CH:19]=[CH:20][C:21]([NH2:24])=[N:22][CH:23]=1.CC(O)=O.C(O[BH-](OC(=O)C)OC(=O)C)(=O)C.[Na+].C([O-])(O)=O.[Na+]. (2) Given the product [F:8][C:4]1[N:3]=[C:2]([NH:16][CH2:15][C:14]2[CH:17]=[CH:18][C:11]([O:10][CH3:9])=[CH:12][CH:13]=2)[CH:7]=[CH:6][CH:5]=1, predict the reactants needed to synthesize it. The reactants are: F[C:2]1[CH:7]=[CH:6][CH:5]=[C:4]([F:8])[N:3]=1.[CH3:9][O:10][C:11]1[CH:18]=[CH:17][C:14]([CH2:15][NH2:16])=[CH:13][CH:12]=1.C(N(CC)C(C)C)(C)C. (3) The reactants are: [CH2:1]([C:3]1[C:8](=[O:9])[NH:7][C:6]([CH3:10])=[C:5]([C:11]2[S:15][C:14]([S:16](Cl)(=[O:18])=[O:17])=[CH:13][CH:12]=2)[CH:4]=1)[CH3:2].[NH:20]1[CH2:25][CH2:24][O:23][CH2:22][CH2:21]1. Given the product [CH2:1]([C:3]1[C:8](=[O:9])[NH:7][C:6]([CH3:10])=[C:5]([C:11]2[S:15][C:14]([S:16]([N:20]3[CH2:25][CH2:24][O:23][CH2:22][CH2:21]3)(=[O:18])=[O:17])=[CH:13][CH:12]=2)[CH:4]=1)[CH3:2], predict the reactants needed to synthesize it. (4) Given the product [CH2:11]([C:9]1[N:10]=[C:3]2[C:2]([C:20]3[C:19]([CH3:18])=[CH:24][C:23]([CH3:25])=[CH:22][C:21]=3[O:29][CH3:30])=[N:7][CH:6]=[CH:5][N:4]2[C:8]=1[C:13](=[O:17])[CH:14]([CH3:15])[CH3:42])[CH3:12], predict the reactants needed to synthesize it. The reactants are: Cl[C:2]1[C:3]2[N:4]([C:8]([C:13](=[O:17])[CH2:14][CH2:15]C)=[C:9]([CH2:11][CH3:12])[N:10]=2)[CH:5]=[CH:6][N:7]=1.[CH3:18][C:19]1[CH:24]=[C:23]([CH3:25])[C:22](B(O)O)=[C:21]([O:29][CH3:30])[CH:20]=1.O.O.O.O.O.O.O.O.[OH-].[Ba+2].[OH-].[CH3:42]OCCOC. (5) The reactants are: [C:1]1([CH3:14])[CH:6]=[CH:5][CH:4]=[CH:3][C:2]=1[C:7]1[CH:12]=[CH:11][N:10]=[CH:9][C:8]=1[NH2:13].[O:15]1[CH2:18][C:17](=O)[CH2:16]1.C([BH3-])#N.[Na+].[NH4+].[Cl-]. Given the product [O:15]1[CH2:18][CH:17]([NH:13][C:8]2[CH:9]=[N:10][CH:11]=[CH:12][C:7]=2[C:2]2[CH:3]=[CH:4][CH:5]=[CH:6][C:1]=2[CH3:14])[CH2:16]1, predict the reactants needed to synthesize it. (6) Given the product [CH3:12][O:11][C:7]1[CH:6]=[C:5]([CH:4]2[S:18][CH2:17][CH2:16][NH:15][C:3]2=[O:14])[CH:10]=[CH:9][CH:8]=1, predict the reactants needed to synthesize it. The reactants are: CO[C:3](=[O:14])[CH:4](Br)[C:5]1[CH:10]=[CH:9][CH:8]=[C:7]([O:11][CH3:12])[CH:6]=1.[NH2:15][CH2:16][CH2:17][SH:18].C(=O)([O-])[O-].[K+].[K+].COC(=O)CSC(C1C=CC=C(OC)C=1)CN.